Dataset: Forward reaction prediction with 1.9M reactions from USPTO patents (1976-2016). Task: Predict the product of the given reaction. Given the reactants [CH2:1]([O:8][C:9]1[CH:10]=[C:11]([C:16]([CH2:19][CH2:20][C:21]([O:23][CH3:24])=[O:22])=[CH:17][N:18]=1)[C:12]([O:14]C)=O)[C:2]1[CH:7]=[CH:6][CH:5]=[CH:4][CH:3]=1.C[Si]([N-][Si](C)(C)C)(C)C.[Na+], predict the reaction product. The product is: [CH2:1]([O:8][C:9]1[N:18]=[CH:17][C:16]2[CH2:19][CH:20]([C:21]([O:23][CH3:24])=[O:22])[C:12](=[O:14])[C:11]=2[CH:10]=1)[C:2]1[CH:3]=[CH:4][CH:5]=[CH:6][CH:7]=1.